Task: Predict the product of the given reaction.. Dataset: Forward reaction prediction with 1.9M reactions from USPTO patents (1976-2016) Given the reactants [CH3:1][O:2][C:3]1[CH:8]=[CH:7][C:6]([CH3:9])=[CH:5][C:4]=1[NH2:10].C1C(=O)N([Br:18])C(=O)C1, predict the reaction product. The product is: [Br:18][C:7]1[C:6]([CH3:9])=[CH:5][C:4]([NH2:10])=[C:3]([O:2][CH3:1])[CH:8]=1.